This data is from Catalyst prediction with 721,799 reactions and 888 catalyst types from USPTO. The task is: Predict which catalyst facilitates the given reaction. (1) Product: [C:25]([O:29][C:30]([N:32]1[CH2:36][C@@H:35]([CH2:37][N:38]([CH:55]([CH3:57])[CH3:56])[C:39](=[O:54])[C:40]2[CH:45]=[CH:44][C:43]([O:46][CH3:47])=[C:42]([O:48][CH2:49][CH2:50][CH2:51][O:52][CH3:53])[CH:41]=2)[C@H:34]([CH2:58][N:59]([CH:60]2[CH2:61][CH2:62]2)[C:63]([O:65][CH2:66][C:67]([CH3:69])([C:70](=[O:72])[NH:2][CH3:1])[CH3:68])=[O:64])[CH2:33]1)=[O:31])([CH3:27])([CH3:28])[CH3:26]. The catalyst class is: 23. Reactant: [CH3:1][N:2](C(ON1N=NC2C=CC=CC1=2)=[N+](C)C)C.F[P-](F)(F)(F)(F)F.[C:25]([O:29][C:30]([N:32]1[CH2:36][C@@H:35]([CH2:37][N:38]([CH:55]([CH3:57])[CH3:56])[C:39](=[O:54])[C:40]2[CH:45]=[CH:44][C:43]([O:46][CH3:47])=[C:42]([O:48][CH2:49][CH2:50][CH2:51][O:52][CH3:53])[CH:41]=2)[C@H:34]([CH2:58][N:59]([C:63]([O:65][CH2:66][C:67]([C:70]([OH:72])=O)([CH3:69])[CH3:68])=[O:64])[CH:60]2[CH2:62][CH2:61]2)[CH2:33]1)=[O:31])([CH3:28])([CH3:27])[CH3:26].CN.C(N(CC)CC)C. (2) Reactant: Br[C:2]1[CH:14]=[C:13]2[C:5]([C:6]3[C:7](=[O:23])[C:8]4[CH:20]=[CH:19][C:18]([O:21][CH3:22])=[CH:17][C:9]=4[C:10]([CH3:16])([CH3:15])[C:11]=3[NH:12]2)=[CH:4][CH:3]=1.[Cu][C:25]#[N:26]. Product: [CH3:22][O:21][C:18]1[CH:19]=[CH:20][C:8]2[C:7](=[O:23])[C:6]3[C:5]4[C:13](=[CH:14][C:2]([C:25]#[N:26])=[CH:3][CH:4]=4)[NH:12][C:11]=3[C:10]([CH3:16])([CH3:15])[C:9]=2[CH:17]=1. The catalyst class is: 514. (3) Reactant: I[CH2:2][CH3:3].[OH:4][C:5]1[CH:14]=[C:13]2[C:8]([C:9]([C:26]([O:28][CH3:29])=[O:27])=[C:10]([CH3:25])[C:11]([C:15]3[CH:20]=[CH:19][CH:18]=[C:17]([C:21]([F:24])([F:23])[F:22])[CH:16]=3)=[N:12]2)=[CH:7][C:6]=1[S:30]([CH:33]([CH3:35])[CH3:34])(=[O:32])=[O:31].C(=O)([O-])[O-].[Cs+].[Cs+]. Product: [CH2:2]([O:4][C:5]1[CH:14]=[C:13]2[C:8]([C:9]([C:26]([O:28][CH3:29])=[O:27])=[C:10]([CH3:25])[C:11]([C:15]3[CH:20]=[CH:19][CH:18]=[C:17]([C:21]([F:23])([F:24])[F:22])[CH:16]=3)=[N:12]2)=[CH:7][C:6]=1[S:30]([CH:33]([CH3:35])[CH3:34])(=[O:32])=[O:31])[CH3:3]. The catalyst class is: 58. (4) Reactant: [Cl:1][C:2]1[CH:3]=[C:4]2[C:9](=[CH:10][C:11]=1[O:12][C:13]1[CH:21]=[CH:20][C:16]([C:17](O)=[O:18])=[CH:15][CH:14]=1)[O:8][CH2:7][CH2:6][CH:5]2[C:22]([O:24][CH2:25][CH3:26])=[O:23].C(Cl)(=O)C(Cl)=O.[Cl:33][C:34]1[CH:42]=[C:41]([Cl:43])[CH:40]=[CH:39][C:35]=1[CH2:36][CH2:37][NH2:38].C(N(C(C)C)CC)(C)C. Product: [Cl:1][C:2]1[CH:3]=[C:4]2[C:9](=[CH:10][C:11]=1[O:12][C:13]1[CH:14]=[CH:15][C:16]([C:17](=[O:18])[NH:38][CH2:37][CH2:36][C:35]3[CH:39]=[CH:40][C:41]([Cl:43])=[CH:42][C:34]=3[Cl:33])=[CH:20][CH:21]=1)[O:8][CH2:7][CH2:6][CH:5]2[C:22]([O:24][CH2:25][CH3:26])=[O:23]. The catalyst class is: 139. (5) Reactant: [CH2:1]1[O:9][C:8]2[CH:7]=[CH:6][C:5]([CH2:10][CH2:11][CH2:12][OH:13])=[CH:4][C:3]=2[O:2]1.C1C=C[NH+]=CC=1.[O-][Cr](Cl)(=O)=O. Product: [CH2:1]1[O:9][C:8]2[CH:7]=[CH:6][C:5]([CH2:10][CH2:11][CH:12]=[O:13])=[CH:4][C:3]=2[O:2]1. The catalyst class is: 2. (6) Reactant: [CH3:1][C:2]1[O:3][C:4]([C:8]([OH:10])=O)=[C:5]([CH3:7])[N:6]=1.O1CCCC1.S(Cl)(Cl)=O.[NH2:20][C:21]1[CH:22]=[C:23]([CH:40]=[CH:41][C:42]=1[CH3:43])[O:24][C:25]1[CH:26]=[CH:27][C:28]2[N:29]([N:31]=[C:32]([NH:34][C:35]([CH:37]3[CH2:39][CH2:38]3)=[O:36])[N:33]=2)[CH:30]=1. Product: [CH:37]1([C:35]([NH:34][C:32]2[N:33]=[C:28]3[CH:27]=[CH:26][C:25]([O:24][C:23]4[CH:40]=[CH:41][C:42]([CH3:43])=[C:21]([NH:20][C:8]([C:4]5[O:3][C:2]([CH3:1])=[N:6][C:5]=5[CH3:7])=[O:10])[CH:22]=4)=[CH:30][N:29]3[N:31]=2)=[O:36])[CH2:38][CH2:39]1. The catalyst class is: 402.